Dataset: Full USPTO retrosynthesis dataset with 1.9M reactions from patents (1976-2016). Task: Predict the reactants needed to synthesize the given product. (1) Given the product [Br:11][C:12]1[CH:13]=[C:14]([NH:15][CH2:1][CH:2]([OH:4])[CH3:3])[CH:16]=[C:17]([C:19]([F:21])([F:22])[F:20])[CH:18]=1, predict the reactants needed to synthesize it. The reactants are: [CH2:1]1[O:4][CH:2]1[CH3:3].Cl([O-])(=O)(=O)=O.[Li+].[Br:11][C:12]1[CH:13]=[C:14]([CH:16]=[C:17]([C:19]([F:22])([F:21])[F:20])[CH:18]=1)[NH2:15]. (2) Given the product [NH2:27][CH2:26][C:25]1[CH:35]=[CH:36][C:22]([C:13]2[C:14]([C:16]3[CH:17]=[CH:18][CH:19]=[CH:20][CH:21]=3)=[CH:15][C:6]3[N:5]([CH2:4][CH:1]4[CH2:2][CH2:3]4)[C:10](=[O:11])[CH2:9][O:8][C:7]=3[N:12]=2)=[CH:23][CH:24]=1, predict the reactants needed to synthesize it. The reactants are: [CH:1]1([CH2:4][N:5]2[C:10](=[O:11])[CH2:9][O:8][C:7]3[N:12]=[C:13]([C:22]4[CH:36]=[CH:35][C:25]([CH2:26][NH:27]C(=O)OC(C)(C)C)=[CH:24][CH:23]=4)[C:14]([C:16]4[CH:21]=[CH:20][CH:19]=[CH:18][CH:17]=4)=[CH:15][C:6]2=3)[CH2:3][CH2:2]1.